Dataset: Drug-target binding data from BindingDB using IC50 measurements. Task: Regression. Given a target protein amino acid sequence and a drug SMILES string, predict the binding affinity score between them. We predict pIC50 (pIC50 = -log10(IC50 in M); higher means more potent). Dataset: bindingdb_ic50. (1) The drug is [N-]=[N+]=NC[C@H]1O[C@@H](n2c(SCC(=O)NCCc3ccccc3)nc3c(N)ncnc32)[C@H](O)[C@@H]1O. The target protein (Q5HH78) has sequence MRYTILTKGDSKSNALKHKMMNYMKDFRMIEDSENPEIVISVGGDGTLLQAFHQYSHMLSKVAFVGVHTGHLGFYADWLPHEVEKLIIEINNSEFQVIEYPLLEIIMRYNDNGYETRYLALNEATMKTENGSTLVVDVNLRGKHFERFRGDGLCVSTPSGSTAYNKALGGALIHPSLEAMQITEIASINNRVFRTVGSPLVLPKHHTCLISPVNHDTIRMTIDHVSIKHKNVNSIQYRVANEKVRFARFRPFPFWKRVHDSFISSDEER. The pIC50 is 3.4. (2) The compound is O=P(O)(O)OC[C@H]1O[C@H](OCCCCCCO[C@H]2O[C@H](COP(=O)(O)O)[C@@H](O)[C@H](O)[C@@H]2O)[C@@H](O)[C@@H](O)[C@@H]1O. The target protein (P11717) has sequence MGAAAGRSPHLGPAPARRPQRSLLLLQLLLLVAAPGSTQAQAAPFPELCSYTWEAVDTKNNVLYKINICGSVDIVQCGPSSAVCMHDLKTRTYHSVGDSVLRSATRSLLEFNTTVSCDQQGTNHRVQSSIAFLCGKTLGTPEFVTATECVHYFEWRTTAACKKDIFKANKEVPCYVFDEELRKHDLNPLIKLSGAYLVDDSDPDTSLFINVCRDIDTLRDPGSQLRACPPGTAACLVRGHQAFDVGQPRDGLKLVRKDRLVLSYVREEAGKLDFCDGHSPAVTITFVCPSERREGTIPKLTAKSNCRYEIEWITEYACHRDYLESKTCSLSGEQQDVSIDLTPLAQSGGSSYISDGKEYLFYLNVCGETEIQFCNKKQAAVCQVKKSDTSQVKAAGRYHNQTLRYSDGDLTLIYFGGDECSSGFQRMSVINFECNKTAGNDGKGTPVFTGEVDCTYFFTWDTEYACVKEKEDLLCGATDGKKRYDLSALVRHAEPEQNWE.... The pIC50 is 5.3. (3) The small molecule is NC(=O)c1ccc(Oc2ccc(C(N)=O)cc2)cc1. The target protein sequence is LEEVMNSSTLSQEVSDLVEMIWAEALGHLEHMLLKPVNRISLNDVSKAEGILLLVKAALKNGETAEQLQKMMTEFYRLIPHKGTMPKEVNLGLLAKKADLCQLIRDMVNVCETNLSKPNPPSLAKYRALRCKIEHVEQNTEEFLRVRKEVLQNHHSKSPVDVLQIFRVGRVNETTEFLSKLGNVRPLLHGSPVQNIVGILCRGLLLPKVVEDRGVQRTDVGNLGSGIYFSDSLSTSIKYSHPGETDGTRLLLICDVALGKCMDLHEKDFSLTEAPPGYDSVHGVSQTASVTTDFEDDEFVVYKTNQVKMKYIIKFS. The pIC50 is 4.7. (4) The small molecule is Cc1ccc(C)n1-c1ccc(O)c(C(=O)O)c1. The target protein sequence is MAGIFYFALFSCLFGICDAVTGSRVYPANEVTLLDSRSVQGELGWIASPLEGGWEEVSIMDEKNTPIRTYQVCNVMEPSQNNWLRTDWITREGAQRVYIEIKFTLRDCNSLPGVMGTCKETFNLYYYESDNDKERFIRENQFVKIDTIAADESFTQVDIGDRIMKLNTEIRDVGPLSKKGFYLAFQDVGACIALVSVRVFYKKCPLTVRNLAQFPDTITGADTSSLVEVRGSCVNNSEEKDVPKMYCGADGEWLVPIGNCLCNAGHEERSGECQACKIGYYKALSTDATCAKCPPHSYSVWEGATSCTCDRGFFRADNDAASMPCTRPPSAPLNLISNVNETSVNLEWSSPQNTGGRQDISYNVVCKKCGAGDPSKCRPCGSGVHYTPQQNGLKTTKVSITDLLAHTNYTFEIWAVNGVSKYNPNPDQSVSVTVTTNQAAPSSIALVQAKEVTRYSVALAWLEPDRPNGVILEYEVKYYEKDQNERSYRIVRTAARNTDI.... The pIC50 is 5.0. (5) The compound is Cc1nn(C2CCCCC2)c2sc(C(=O)Nc3ccc(C(=O)N4CCN(C)CC4)nc3)cc12. The target protein sequence is MTAKNSPKEFTASESEVCIKTFKEQMRLELELPKLPGNRPTSPKISPRSSPRNSPCFFRKLLVNKSIRQRRRFTVAHTCFDVENGPSPGRSPLDPQAGSSSGLVLHAAFPGHSQRRESFLYRSDSDYDLSPKAMSRNSSLPSEQHGDDLIVTPFAQVLASLRSVRNNFTLLTNLHGAPNKRSPAASQAPVSRVSLQEESYQKLAMETLEELDWCLDQLETIQTYRSVSEMASNKFKRMLNRELTHLSEMSRSGNQVSEYISNTFLDKQNDVEIPSPTQKDREKKKKQQLMTQISGVKKLMHSSSLNNTSISRFGVNTENEDHLAKELEDLNKWGLNIFNVAGYSHNRPLTCIMYAIFQERDLLKTFKISSDTFVTYMMTLEDHYHSDVAYHNSLHAADVAQSTHVLLSTPALDAVFTDLEILAAIFAAAIHDVDHPGVSNQFLINTNSELALMYNDESVLENHHLAVGFKLLQEEHCDIFQNLTKKQRQTLRKMVIDMVL.... The pIC50 is 5.8.